Dataset: Forward reaction prediction with 1.9M reactions from USPTO patents (1976-2016). Task: Predict the product of the given reaction. The product is: [F:1][C:2]1[CH:7]=[C:6]([S:8]([CH3:9])=[O:32])[CH:5]=[CH:4][C:3]=1[C:10]1[CH:15]=[CH:14][C:13]([O:16][CH2:17][CH:18]2[CH2:23][CH2:22][N:21]([C:24]3[O:28][N:27]=[C:26]([CH:29]([CH3:31])[CH3:30])[N:25]=3)[CH2:20][CH2:19]2)=[CH:12][N:11]=1. Given the reactants [F:1][C:2]1[CH:7]=[C:6]([S:8][CH3:9])[CH:5]=[CH:4][C:3]=1[C:10]1[CH:15]=[CH:14][C:13]([O:16][CH2:17][CH:18]2[CH2:23][CH2:22][N:21]([C:24]3[O:28][N:27]=[C:26]([CH:29]([CH3:31])[CH3:30])[N:25]=3)[CH2:20][CH2:19]2)=[CH:12][N:11]=1.[OH:32]O, predict the reaction product.